This data is from Catalyst prediction with 721,799 reactions and 888 catalyst types from USPTO. The task is: Predict which catalyst facilitates the given reaction. Reactant: [C:1]([N:8]1[CH2:13][CH2:12][CH:11]([CH2:14][CH2:15][CH2:16][O:17][C:18]2[CH:19]=[C:20]([CH2:24][C:25]([O:27]C)=[O:26])[CH:21]=[CH:22][CH:23]=2)[CH2:10][CH2:9]1)([O:3][C:4]([CH3:7])([CH3:6])[CH3:5])=[O:2].[OH-].[Na+]. Product: [C:1]([N:8]1[CH2:9][CH2:10][CH:11]([CH2:14][CH2:15][CH2:16][O:17][C:18]2[CH:19]=[C:20]([CH2:24][C:25]([OH:27])=[O:26])[CH:21]=[CH:22][CH:23]=2)[CH2:12][CH2:13]1)([O:3][C:4]([CH3:7])([CH3:6])[CH3:5])=[O:2]. The catalyst class is: 5.